Dataset: Forward reaction prediction with 1.9M reactions from USPTO patents (1976-2016). Task: Predict the product of the given reaction. (1) Given the reactants Cl.[Cl:2][C:3]1[CH:4]=[C:5]([C:8]2[N:12]=[C:11]([C@H:13]3[CH2:18][CH2:17][CH2:16][NH:15][CH2:14]3)[O:10][N:9]=2)[NH:6][CH:7]=1.[CH3:19][C:20]1[O:24][N:23]=[CH:22][C:21]=1[C:25](O)=[O:26], predict the reaction product. The product is: [Cl:2][C:3]1[CH:4]=[C:5]([C:8]2[N:12]=[C:11]([C@H:13]3[CH2:18][CH2:17][CH2:16][N:15]([C:25]([C:21]4[CH:22]=[N:23][O:24][C:20]=4[CH3:19])=[O:26])[CH2:14]3)[O:10][N:9]=2)[NH:6][CH:7]=1. (2) Given the reactants Cl[C:2]1[N:11]=[CH:10][C:9]2[N:8]([CH3:12])[C:7](=[O:13])[C@@H:6]([CH2:14][CH3:15])[N:5]([CH:16]3[CH2:20][CH2:19][CH2:18][CH2:17]3)[C:4]=2[N:3]=1.[C:21]([C:23]1[CH:28]=[CH:27][CH:26]=[CH:25][CH:24]=1)#[CH:22].CCN(CC)CC, predict the reaction product. The product is: [CH:16]1([N:5]2[C:4]3[N:3]=[C:2]([C:22]#[C:21][C:23]4[CH:28]=[CH:27][CH:26]=[CH:25][CH:24]=4)[N:11]=[CH:10][C:9]=3[N:8]([CH3:12])[C:7](=[O:13])[C@H:6]2[CH2:14][CH3:15])[CH2:20][CH2:19][CH2:18][CH2:17]1. (3) Given the reactants C(=O)C1C=CC=CC=1.[NH2:9][CH2:10][CH:11]1[CH2:16][CH2:15][NH:14][CH2:13][CH2:12]1.[C:17]([O:21][C:22](O[C:22]([O:21][C:17]([CH3:20])([CH3:19])[CH3:18])=[O:23])=[O:23])([CH3:20])([CH3:19])[CH3:18], predict the reaction product. The product is: [NH2:9][CH2:10][CH:11]1[CH2:16][CH2:15][N:14]([C:22]([O:21][C:17]([CH3:20])([CH3:19])[CH3:18])=[O:23])[CH2:13][CH2:12]1.